Dataset: Forward reaction prediction with 1.9M reactions from USPTO patents (1976-2016). Task: Predict the product of the given reaction. (1) Given the reactants BrC1=C(CCCC)C(=O)O/C/1=C\Br.C([C:18]1[C:19](=[O:26])[O:20][C:21](=[C:23]([Br:25])[Br:24])[CH:22]=1)CCC, predict the reaction product. The product is: [Br:24][C:23]([Br:25])=[C:21]1[O:20][C:19](=[O:26])[CH:18]=[CH:22]1. (2) The product is: [F:42][C:39]1[CH:40]=[CH:41][C:36]([CH2:35][O:1][C:2]2[CH:7]=[CH:6][C:5]([C:8]3[CH:12]=[C:11]([C:13]([NH:15][CH:16]([CH:21]([CH3:23])[CH3:22])[C:17]([O:19][CH3:20])=[O:18])=[O:14])[O:10][N:9]=3)=[CH:4][CH:3]=2)=[CH:37][CH:38]=1. Given the reactants [OH:1][C:2]1[CH:7]=[CH:6][C:5]([C:8]2[CH:12]=[C:11]([C:13]([NH:15][CH:16]([CH:21]([CH3:23])[CH3:22])[C:17]([O:19][CH3:20])=[O:18])=[O:14])[O:10][N:9]=2)=[CH:4][CH:3]=1.CC(C)=O.C(=O)([O-])[O-].[K+].[K+].Br[CH2:35][C:36]1[CH:41]=[CH:40][C:39]([F:42])=[CH:38][CH:37]=1, predict the reaction product. (3) Given the reactants Cl[C:2]1[CH:10]=[CH:9][C:5]([C:6]([NH2:8])=[O:7])=[C:4]([O:11][CH3:12])[N:3]=1.[Br:13][C:14]1[CH:21]=[CH:20][C:19]([OH:22])=[CH:18][C:15]=1[CH:16]=[O:17].C([O-])([O-])=O.[K+].[K+], predict the reaction product. The product is: [Br:13][C:14]1[CH:21]=[CH:20][C:19]([O:22][C:2]2[CH:10]=[CH:9][C:5]([C:6]([NH2:8])=[O:7])=[C:4]([O:11][CH3:12])[N:3]=2)=[CH:18][C:15]=1[CH:16]=[O:17]. (4) Given the reactants O.[P:2]([O-:6])([O-:5])([O-:4])=[O:3].[K+:7].[K+].[K+].[Ca:10].P([O-])([O-])([O-])=[O:12].[C:16]([OH:19])(=[O:18])[CH3:17], predict the reaction product. The product is: [OH2:3].[C:16]([O-:19])(=[O:18])[CH3:17].[Ca+2:10].[C:16]([O-:19])(=[O:18])[CH3:17].[OH2:12].[P:2]([O-:6])([O-:5])([O-:4])=[O:3].[K+:7].[K+:7].[K+:7]. (5) Given the reactants [CH3:1][C:2]1([C:8]([N:10]2[CH2:16][C:15]3[CH:17]=[CH:18][C:19]([C:21](OC)=[O:22])=[CH:20][C:14]=3[O:13][CH2:12][C@@H:11]2[C:25]2[CH:30]=[CH:29][CH:28]=[CH:27][CH:26]=2)=[O:9])[CH2:7][CH2:6][O:5][CH2:4][CH2:3]1.[NH2:31][OH:32].[OH-].[Na+], predict the reaction product. The product is: [OH:32][NH:31][C:21]([C:19]1[CH:18]=[CH:17][C:15]2[CH2:16][N:10]([C:8]([C:2]3([CH3:1])[CH2:3][CH2:4][O:5][CH2:6][CH2:7]3)=[O:9])[C@@H:11]([C:25]3[CH:30]=[CH:29][CH:28]=[CH:27][CH:26]=3)[CH2:12][O:13][C:14]=2[CH:20]=1)=[O:22]. (6) Given the reactants [Cl:1][C:2]1[C:26]([C:27]([F:30])([F:29])[F:28])=[CH:25][CH:24]=[CH:23][C:3]=1[CH2:4][N:5]1[C:10](=[O:11])[C:9]([C:12]#[N:13])=[CH:8][N:7]([C:14]2[CH:19]=[CH:18][C:17]([O:20][CH3:21])=[CH:16][CH:15]=2)[C:6]1=[O:22].C([Sn](=O)CCCC)CCC.C[Si]([N:45]=[N+:46]=[N-:47])(C)C.C(O)C, predict the reaction product. The product is: [Cl:1][C:2]1[C:26]([C:27]([F:30])([F:28])[F:29])=[CH:25][CH:24]=[CH:23][C:3]=1[CH2:4][N:5]1[C:10](=[O:11])[C:9]([C:12]2[NH:47][N:46]=[N:45][N:13]=2)=[CH:8][N:7]([C:14]2[CH:15]=[CH:16][C:17]([O:20][CH3:21])=[CH:18][CH:19]=2)[C:6]1=[O:22]. (7) Given the reactants [F:1][C:2]1[CH:10]=[CH:9][CH:8]=[C:7]2[C:3]=1[C:4]([C:18]([NH:20][C@H:21]1[CH2:26][CH2:25][CH2:24][CH2:23][C@@H:22]1[OH:27])=[O:19])=[CH:5][N:6]2[CH2:11][CH:12]1[CH2:17][CH2:16][NH:15][CH2:14][CH2:13]1.Br[C:29]1[CH:34]=[CH:33][CH:32]=[CH:31][N:30]=1.C(=O)([O-])[O-].[K+].[K+].O.CC1(C)C2C=CC=C(P(C3C=CC=CC=3)C3C=CC=CC=3)C=2OC2C1=CC=CC=2P(C1C=CC=CC=1)C1C=CC=CC=1, predict the reaction product. The product is: [F:1][C:2]1[CH:10]=[CH:9][CH:8]=[C:7]2[C:3]=1[C:4]([C:18]([NH:20][C@H:21]1[CH2:26][CH2:25][CH2:24][CH2:23][C@@H:22]1[OH:27])=[O:19])=[CH:5][N:6]2[CH2:11][CH:12]1[CH2:17][CH2:16][N:15]([C:29]2[CH:34]=[CH:33][CH:32]=[CH:31][N:30]=2)[CH2:14][CH2:13]1. (8) Given the reactants [Cl:1][C:2]1[CH:7]=[CH:6][C:5]([S:8]([NH:11][C@@H:12]2[CH2:18][CH2:17][CH2:16][CH2:15][CH2:14][C@H:13]2[CH2:19][OH:20])(=[O:10])=[O:9])=[CH:4][CH:3]=1.C(=O)([O-])[O-].[Cs+].[Cs+].Br[CH2:28][C:29]1[CH:34]=[CH:33][C:32]([C:35]2[N:39]=[CH:38][O:37][N:36]=2)=[CH:31][CH:30]=1.ClC1C=CC(S(N(CC2C=CC(C#N)=CC=2)[C@@H]2CCCCC[C@H]2CO)(=O)=O)=CC=1, predict the reaction product. The product is: [O:37]1[CH:38]=[N:39][C:35]([C:32]2[CH:33]=[CH:34][C:29]([CH2:28][N:11]([C@@H:12]3[CH2:18][CH2:17][CH2:16][CH2:15][CH2:14][C@H:13]3[CH2:19][OH:20])[S:8]([C:5]3[CH:6]=[CH:7][C:2]([Cl:1])=[CH:3][CH:4]=3)(=[O:9])=[O:10])=[CH:30][CH:31]=2)=[N:36]1.